Dataset: Reaction yield outcomes from USPTO patents with 853,638 reactions. Task: Predict the reaction yield, written as a fraction of the theoretical maximum amount of product (1.0 means a 100% yield; for example, 0.34 means a 34% yield). (1) The reactants are [CH3:1]/[C:2](=[CH:6]\[C:7]1[CH:12]=[CH:11][CH:10]=[CH:9][CH:8]=1)/[C:3]([OH:5])=O.C(Cl)(=O)C(Cl)=O.[N:19]([CH2:22][CH2:23][NH2:24])=[N+:20]=[N-:21].C(N(CC)CC)C. The catalyst is ClCCl. The product is [N:19]([CH2:22][CH2:23][NH:24][C:3](=[O:5])/[C:2](/[CH3:1])=[CH:6]/[C:7]1[CH:12]=[CH:11][CH:10]=[CH:9][CH:8]=1)=[N+:20]=[N-:21]. The yield is 0.960. (2) The reactants are [Cl:1][C:2]1[CH:7]=[CH:6][CH:5]=[CH:4][C:3]=1[N:8]1[C:12]([S:13]([C:16]2[CH:21]=[CH:20][C:19]([CH3:22])=[CH:18][N:17]=2)(=[O:15])=[O:14])=[CH:11][C:10]([CH2:23][N:24](C)[C:25](=O)OC(C)(C)C)=[N:9]1.C(O)C.C(OCC)(=O)C.Cl. The catalyst is C(OCC)(=O)C. The product is [ClH:1].[Cl:1][C:2]1[CH:7]=[CH:6][CH:5]=[CH:4][C:3]=1[N:8]1[C:12]([S:13]([C:16]2[CH:21]=[CH:20][C:19]([CH3:22])=[CH:18][N:17]=2)(=[O:14])=[O:15])=[CH:11][C:10]([CH2:23][NH:24][CH3:25])=[N:9]1. The yield is 0.630. (3) The reactants are [CH2:1]([NH:8][S:9]([C:12]1[CH:17]=[CH:16][CH:15]=[C:14]([CH2:18][OH:19])[CH:13]=1)(=[O:11])=[O:10])[C:2]1[CH:7]=[CH:6][CH:5]=[CH:4][CH:3]=1. The catalyst is C(Cl)Cl.O=[Mn]=O. The product is [CH2:1]([NH:8][S:9]([C:12]1[CH:17]=[CH:16][CH:15]=[C:14]([CH:18]=[O:19])[CH:13]=1)(=[O:11])=[O:10])[C:2]1[CH:7]=[CH:6][CH:5]=[CH:4][CH:3]=1. The yield is 0.850. (4) The reactants are [CH2:1]([N:8]1[C:16]2[CH:15]=[CH:14][CH:13]=[C:12]([OH:17])[C:11]=2[CH:10]=[C:9]1[CH3:18])[C:2]1[CH:7]=[CH:6][CH:5]=[CH:4][CH:3]=1.[H-].[Na+].[CH2:21]([O:23][C:24](=[O:28])[CH:25]([F:27])Br)[CH3:22]. The catalyst is CN(C)C=O.C(OCC)(=O)C. The product is [CH2:21]([O:23][C:24](=[O:28])[CH:25]([O:17][C:12]1[CH:13]=[CH:14][CH:15]=[C:16]2[C:11]=1[CH:10]=[C:9]([CH3:18])[N:8]2[CH2:1][C:2]1[CH:3]=[CH:4][CH:5]=[CH:6][CH:7]=1)[F:27])[CH3:22]. The yield is 0.320. (5) The reactants are [CH3:1][O:2][C:3](=[O:33])[C:4]1[CH:9]=[CH:8][C:7]([CH2:10][N:11]2[CH:15]=[C:14]([C:16]3[CH:21]=[CH:20][C:19]([Cl:22])=[CH:18][C:17]=3[Cl:23])[N:13]=[C:12]2/[CH:24]=[CH:25]/[C:26]2[CH:31]=[CH:30][C:29](Br)=[CH:28][CH:27]=2)=[CH:6][CH:5]=1.[C:34]([O:38][C:39]([N:41]1[C:49]2[C:44](=[CH:45][C:46]([O:50][CH3:51])=[CH:47][CH:48]=2)[CH:43]=[C:42]1B(O)O)=[O:40])([CH3:37])([CH3:36])[CH3:35]. No catalyst specified. The product is [C:34]([O:38][C:39]([N:41]1[C:49]2[C:44](=[CH:45][C:46]([O:50][CH3:51])=[CH:47][CH:48]=2)[CH:43]=[C:42]1[C:29]1[CH:30]=[CH:31][C:26](/[CH:25]=[CH:24]/[C:12]2[N:11]([CH2:10][C:7]3[CH:8]=[CH:9][C:4]([C:3]([O:2][CH3:1])=[O:33])=[CH:5][CH:6]=3)[CH:15]=[C:14]([C:16]3[CH:21]=[CH:20][C:19]([Cl:22])=[CH:18][C:17]=3[Cl:23])[N:13]=2)=[CH:27][CH:28]=1)=[O:40])([CH3:37])([CH3:36])[CH3:35]. The yield is 0.610.